Dataset: Forward reaction prediction with 1.9M reactions from USPTO patents (1976-2016). Task: Predict the product of the given reaction. (1) Given the reactants [CH2:1]([O:3][CH2:4][C:5]1[N:6]([CH2:18][CH2:19][CH2:20][CH2:21][CH2:22][C:23]([NH:25][CH2:26][CH2:27][CH3:28])=[O:24])[C:7]2[C:16]3[CH:15]=[CH:14][CH:13]=[CH:12][C:11]=3[N:10]=[CH:9][C:8]=2[N:17]=1)[CH3:2].C1C=C(Cl)C=C(C(OO)=O)C=1.C1(C)C=CC(S(Cl)(=O)=O)=CC=1.[OH-].[NH4+:52], predict the reaction product. The product is: [NH2:52][C:9]1[C:8]2[N:17]=[C:5]([CH2:4][O:3][CH2:1][CH3:2])[N:6]([CH2:18][CH2:19][CH2:20][CH2:21][CH2:22][C:23]([NH:25][CH2:26][CH2:27][CH3:28])=[O:24])[C:7]=2[C:16]2[CH:15]=[CH:14][CH:13]=[CH:12][C:11]=2[N:10]=1. (2) The product is: [N:1]([CH2:6][CH2:7][CH2:8][CH2:9][CH2:10][CH2:11][CH2:12][CH2:13][CH2:14][CH2:15][C:16]([NH:18][C@H:19]1[CH2:26][CH2:25][CH2:24][NH:23][C:21](=[O:22])[CH2:20]1)=[O:17])=[N+:2]=[N-:3]. Given the reactants [N-:1]=[N+:2]=[N-:3].[Na+].Br[CH2:6][CH2:7][CH2:8][CH2:9][CH2:10][CH2:11][CH2:12][CH2:13][CH2:14][CH2:15][C:16]([NH:18][C@H:19]1[CH2:26][CH2:25][CH2:24][NH:23][C:21](=[O:22])[CH2:20]1)=[O:17], predict the reaction product. (3) Given the reactants [NH2:1][C:2]1[C:10]([C:11]([OH:13])=[O:12])=[C:9]2[C:5]([CH:6]=[CH:7][NH:8]2)=[CH:4][CH:3]=1.[Cl:14][C:15]1[C:16]([N:21]2[C:25]([C:26](O)=O)=[CH:24][C:23]([C:29]([F:32])([F:31])[F:30])=[N:22]2)=[N:17][CH:18]=[CH:19][CH:20]=1.N1C=CC=CC=1.CS(Cl)(=O)=O, predict the reaction product. The product is: [Cl:14][C:15]1[C:16]([N:21]2[C:25]([C:26]3[O:12][C:11](=[O:13])[C:10]4[C:2](=[CH:3][CH:4]=[C:5]5[CH:6]=[CH:7][NH:8][C:9]5=4)[N:1]=3)=[CH:24][C:23]([C:29]([F:32])([F:30])[F:31])=[N:22]2)=[N:17][CH:18]=[CH:19][CH:20]=1. (4) Given the reactants [OH:1][CH2:2][C@H:3]1[O:8][CH2:7][CH2:6][N:5]([C:9]([O:11][C:12]([CH3:15])([CH3:14])[CH3:13])=[O:10])[CH2:4]1.C(N(CC)CC)C.[S:23](Cl)([CH3:26])(=[O:25])=[O:24], predict the reaction product. The product is: [CH3:26][S:23]([O:1][CH2:2][C@H:3]1[O:8][CH2:7][CH2:6][N:5]([C:9]([O:11][C:12]([CH3:15])([CH3:14])[CH3:13])=[O:10])[CH2:4]1)(=[O:25])=[O:24]. (5) Given the reactants [Cl:1][C:2]1[C:3]([F:46])=[C:4]([C@:8]([C@@H:16]2[CH2:21][CH2:20][CH2:19][N:18]([C:22]([NH:24][C@@H:25]([CH2:39][CH:40]3[CH2:45][CH2:44][CH2:43][CH2:42][CH2:41]3)[C@@H:26]([OH:38])[CH2:27][NH:28]C(=O)OCC[Si](C)(C)C)=[O:23])[CH2:17]2)([OH:15])[CH2:9][CH2:10][CH2:11][CH2:12][O:13][CH3:14])[CH:5]=[CH:6][CH:7]=1, predict the reaction product. The product is: [NH2:28][CH2:27][C@H:26]([OH:38])[C@@H:25]([NH:24][C:22]([N:18]1[CH2:19][CH2:20][CH2:21][C@@H:16]([C@@:8]([C:4]2[CH:5]=[CH:6][CH:7]=[C:2]([Cl:1])[C:3]=2[F:46])([OH:15])[CH2:9][CH2:10][CH2:11][CH2:12][O:13][CH3:14])[CH2:17]1)=[O:23])[CH2:39][CH:40]1[CH2:45][CH2:44][CH2:43][CH2:42][CH2:41]1. (6) Given the reactants [C:1]([O:4][C:5]1[CH:6]=[C:7]2[C:12](=[CH:13][CH:14]=1)[CH:11]=[C:10]([C:15]([OH:17])=O)[CH:9]=[CH:8]2)(=[O:3])[CH3:2].S(Cl)([Cl:20])=O, predict the reaction product. The product is: [C:1]([O:4][C:5]1[CH:6]=[C:7]2[C:12](=[CH:13][CH:14]=1)[CH:11]=[C:10]([C:15]([Cl:20])=[O:17])[CH:9]=[CH:8]2)(=[O:3])[CH3:2].